The task is: Predict the reactants needed to synthesize the given product.. This data is from Full USPTO retrosynthesis dataset with 1.9M reactions from patents (1976-2016). (1) Given the product [CH2:1]([N:8]1[CH2:9][CH2:10][C:11]([NH:17][C:18]2[CH:23]=[CH:22][CH:21]=[CH:20][CH:19]=2)([C:14]([O:16][CH2:27][CH3:28])=[O:15])[CH2:12][CH2:13]1)[C:2]1[CH:3]=[CH:4][CH:5]=[CH:6][CH:7]=1, predict the reactants needed to synthesize it. The reactants are: [CH2:1]([N:8]1[CH2:13][CH2:12][C:11]([NH:17][C:18]2[CH:23]=[CH:22][CH:21]=[CH:20][CH:19]=2)([C:14]([OH:16])=[O:15])[CH2:10][CH2:9]1)[C:2]1[CH:7]=[CH:6][CH:5]=[CH:4][CH:3]=1.[OH-].[Na+].Br[CH2:27][CH3:28]. (2) Given the product [CH3:31][O:32][C:4]1[CH:5]=[C:6]([CH:29]=[CH:30][CH:3]=1)[CH2:7][NH:8][CH2:9][CH2:10][NH:11][C:12]([C:14]1[S:15][CH:16]=[CH:17][C:18]=1[NH:19][C:20]1[CH:25]=[CH:24][N:23]=[C:22]2[NH:26][CH:27]=[CH:28][C:21]=12)=[O:13], predict the reactants needed to synthesize it. The reactants are: CO[C:3]1[CH:30]=[CH:29][C:6]([CH2:7][NH:8][CH2:9][CH2:10][NH:11][C:12]([C:14]2[S:15][CH:16]=[CH:17][C:18]=2[NH:19][C:20]2[CH:25]=[CH:24][N:23]=[C:22]3[NH:26][CH:27]=[CH:28][C:21]=23)=[O:13])=[CH:5][CH:4]=1.[CH3:31][O:32]C1C=C(C=CC=1)C=O. (3) Given the product [F:17][C:13]1[CH:12]=[C:11]2[C:16]([C:8]([C:5]3[CH:6]=[CH:7][C:2]4[N:1]=[C:28]([O:29][CH3:30])[O:27][C:3]=4[CH:4]=3)=[CH:9][N:10]2[S:18]([C:21]2[CH:26]=[CH:25][CH:24]=[CH:23][CH:22]=2)(=[O:20])=[O:19])=[CH:15][CH:14]=1, predict the reactants needed to synthesize it. The reactants are: [NH2:1][C:2]1[CH:7]=[CH:6][C:5]([C:8]2[C:16]3[C:11](=[CH:12][C:13]([F:17])=[CH:14][CH:15]=3)[N:10]([S:18]([C:21]3[CH:26]=[CH:25][CH:24]=[CH:23][CH:22]=3)(=[O:20])=[O:19])[CH:9]=2)=[CH:4][C:3]=1[OH:27].[CH3:28][O:29][C:30](OC)(OC)OC.C1(C)C=CC(S(O)(=O)=O)=CC=1. (4) Given the product [CH3:34][C:20]1[N:21]=[C:22]([C:24]2[CH:25]=[CH:26][C:27]([C:30]([F:33])([F:31])[F:32])=[CH:28][CH:29]=2)[S:23][C:19]=1[CH2:18][O:17][C:14]1[CH:15]=[C:16]2[C:11]([CH:10]=[CH:9][N:8]2[CH2:7][C:6]([OH:35])=[O:5])=[CH:12][CH:13]=1, predict the reactants needed to synthesize it. The reactants are: C([O:5][C:6](=[O:35])[CH2:7][N:8]1[C:16]2[C:11](=[CH:12][CH:13]=[C:14]([O:17][CH2:18][C:19]3[S:23][C:22]([C:24]4[CH:29]=[CH:28][C:27]([C:30]([F:33])([F:32])[F:31])=[CH:26][CH:25]=4)=[N:21][C:20]=3[CH3:34])[CH:15]=2)[CH:10]=[CH:9]1)(C)(C)C.[Li+].[OH-]. (5) Given the product [Cl:40][C:33]1[C:34]([F:39])=[CH:35][CH:36]=[C:37]([Cl:38])[C:32]=1[C@H:30]([O:29][C:6]1[C:5]([NH:4][C:1](=[O:3])[CH3:2])=[N:10][CH:9]=[C:8]([C:11]2[CH:12]=[N:13][N:14]([CH:16]3[CH2:21][CH2:20][NH:19][CH2:18][CH2:17]3)[CH:15]=2)[CH:7]=1)[CH3:31], predict the reactants needed to synthesize it. The reactants are: [C:1]([NH:4][C:5]1[N:10]=[CH:9][C:8]([C:11]2[CH:12]=[N:13][N:14]([CH:16]3[CH2:21][CH2:20][N:19](C(OC(C)(C)C)=O)[CH2:18][CH2:17]3)[CH:15]=2)=[CH:7][C:6]=1[O:29][C@@H:30]([C:32]1[C:37]([Cl:38])=[CH:36][CH:35]=[C:34]([F:39])[C:33]=1[Cl:40])[CH3:31])(=[O:3])[CH3:2].FC(F)(F)C(O)=O.[Na+].C(=O)(O)[O-]. (6) Given the product [CH3:7][C:4]1[N:3]([C:8]2[N:13]=[C:12]([C:14]3[C:19]([O:20][CH3:21])=[CH:18][C:17]([CH2:22][CH2:23][CH2:24][N:25]([CH3:27])[CH3:26])=[C:16]([O:28][CH3:29])[CH:15]=3)[CH:11]=[CH:10][CH:9]=2)[C:2]([CH3:1])=[CH:6][CH:5]=1, predict the reactants needed to synthesize it. The reactants are: [CH3:1][C:2]1[N:3]([C:8]2[N:13]=[C:12]([C:14]3[C:19]([O:20][CH3:21])=[CH:18][C:17]([CH:22]=[CH:23][CH2:24][N:25]([CH3:27])[CH3:26])=[C:16]([O:28][CH3:29])[CH:15]=3)[CH:11]=[CH:10][CH:9]=2)[C:4]([CH3:7])=[CH:5][CH:6]=1.[H][H]. (7) Given the product [CH2:52]([O:51][C:47]1[CH:46]=[C:45]([C:41]2[CH:40]=[C:39]([C:31]3[CH:32]=[C:33]4[C:34](=[O:35])[NH:26][CH2:27][CH2:28][N:29]4[N:30]=3)[CH:44]=[CH:43][N:42]=2)[CH:50]=[CH:49][CH:48]=1)[C:53]1[CH:54]=[CH:55][CH:56]=[CH:57][CH:58]=1, predict the reactants needed to synthesize it. The reactants are: OC1C=CC(C2C=C(C3C=C4C(=O)NCCN4N=3)C=CN=2)=CC=1.Cl.Cl.[NH2:26][CH2:27][CH2:28][N:29]1[C:33]([C:34](OCC)=[O:35])=[CH:32][C:31]([C:39]2[CH:44]=[CH:43][N:42]=[C:41]([C:45]3[CH:50]=[CH:49][CH:48]=[C:47]([O:51][CH2:52][C:53]4[CH:58]=[CH:57][CH:56]=[CH:55][CH:54]=4)[CH:46]=3)[CH:40]=2)=[N:30]1. (8) Given the product [ClH:24].[ClH:24].[NH:7]1[CH2:6][CH2:5][C:4]2([O:17][C:18]3=[N:19][CH:20]=[CH:21][CH:22]=[C:23]3[C:2](=[O:1])[CH2:3]2)[CH2:9][CH2:8]1, predict the reactants needed to synthesize it. The reactants are: [O:1]=[C:2]1[C:23]2[C:18](=[N:19][CH:20]=[CH:21][CH:22]=2)[O:17][C:4]2([CH2:9][CH2:8][N:7](C(OC(C)(C)C)=O)[CH2:6][CH2:5]2)[CH2:3]1.[ClH:24].O1CCOCC1. (9) The reactants are: Cl.[CH3:2][NH:3][CH3:4].C=O.[C:7](OC(=O)C)(=O)C.[N+:14]([C:17]1[CH:18]=[C:19]([C:23](=[O:26])[CH2:24][CH3:25])[CH:20]=[CH:21][CH:22]=1)([O-:16])=[O:15].[OH-].[Na+]. Given the product [CH3:2][N:3]([CH3:7])[CH2:4][CH:24]([CH3:25])[C:23]([C:19]1[CH:20]=[CH:21][CH:22]=[C:17]([N+:14]([O-:16])=[O:15])[CH:18]=1)=[O:26], predict the reactants needed to synthesize it.